Dataset: Full USPTO retrosynthesis dataset with 1.9M reactions from patents (1976-2016). Task: Predict the reactants needed to synthesize the given product. (1) Given the product [Br:1][C:2]1[CH:15]=[CH:14][C:13]2[O:12][C:11]3[C:6](=[CH:7][C:8]([I:16])=[CH:9][CH:10]=3)[C@:5]3([CH2:17][O:18][CH2:21][C:20](=[O:23])[NH:19]3)[C:4]=2[CH:3]=1, predict the reactants needed to synthesize it. The reactants are: [Br:1][C:2]1[CH:15]=[CH:14][C:13]2[O:12][C:11]3[C:6](=[CH:7][C:8]([I:16])=[CH:9][CH:10]=3)[C@:5]([NH:19][C:20](=[O:23])[CH2:21]Cl)([CH2:17][OH:18])[C:4]=2[CH:3]=1.CC(C)([O-])C.[K+]. (2) Given the product [CH3:1][O:2][C:3]1[CH:8]=[CH:7][C:6]([C:54]([F:57])([F:56])[F:55])=[CH:5][C:4]=1[C:9]1[N:14]=[CH:13][N:12]=[C:11]([NH:15][C:16]2[CH:17]=[C:18]([CH2:22][S:23]([NH2:26])(=[O:25])=[O:24])[CH:19]=[CH:20][CH:21]=2)[N:10]=1, predict the reactants needed to synthesize it. The reactants are: [CH3:1][O:2][C:3]1[CH:8]=[CH:7][CH:6]=[CH:5][C:4]=1[C:9]1[N:14]=[CH:13][N:12]=[C:11]([NH:15][C:16]2[CH:17]=[C:18]([CH2:22][S:23]([NH2:26])(=[O:25])=[O:24])[CH:19]=[CH:20][CH:21]=2)[N:10]=1.ClC1N=CN=C(NC2C=C(CS(N)(=O)=O)C=CC=2)N=1.COC1C=CC([C:54]([F:57])([F:56])[F:55])=CC=1B(O)O. (3) Given the product [CH2:24]([C:10]1[CH:9]=[CH:8][CH:7]=[C:6]([C:11]2[C:12]([Cl:18])=[CH:13][CH:14]=[CH:15][C:16]=2[Cl:17])[C:5]=1[OH:4])[CH:23]=[CH2:22], predict the reactants needed to synthesize it. The reactants are: C([O:4][C:5]1[CH:10]=[CH:9][CH:8]=[CH:7][C:6]=1[C:11]1[C:16]([Cl:17])=[CH:15][CH:14]=[CH:13][C:12]=1[Cl:18])C=C.O.CN1C[CH2:24][CH2:23][C:22]1=O.